This data is from Forward reaction prediction with 1.9M reactions from USPTO patents (1976-2016). The task is: Predict the product of the given reaction. (1) Given the reactants C(OC([N:8]1[CH2:13][CH2:12][N:11]([C:14]2[C:15]3[C:30]([O:31][CH3:32])=[CH:29][N:28]=[CH:27][C:16]=3[N:17]=[C:18]([C:20]3[CH:25]=[CH:24][N:23]=[C:22](Cl)[CH:21]=3)[N:19]=2)[CH2:10][CH2:9]1)=O)(C)(C)C.[Cl:33][C:34]1[N:39]=[CH:38][C:37]([NH2:40])=[CH:36][CH:35]=1, predict the reaction product. The product is: [Cl:33][C:34]1[N:39]=[CH:38][C:37]([NH:40][C:22]2[CH:21]=[C:20]([C:18]3[N:19]=[C:14]([N:11]4[CH2:12][CH2:13][NH:8][CH2:9][CH2:10]4)[C:15]4[C:30]([O:31][CH3:32])=[CH:29][N:28]=[CH:27][C:16]=4[N:17]=3)[CH:25]=[CH:24][N:23]=2)=[CH:36][CH:35]=1. (2) Given the reactants [CH3:1][O:2][C:3]1[CH:8]=[CH:7][C:6]([C:9]#[C:10][Si](C)(C)C)=[CH:5][N:4]=1.O.O.O.[F-].C([N+](CCCC)(CCCC)CCCC)CCC.C([O-])(O)=O.[Na+], predict the reaction product. The product is: [C:9]([C:6]1[CH:7]=[CH:8][C:3]([O:2][CH3:1])=[N:4][CH:5]=1)#[CH:10]. (3) Given the reactants [C:1]([O:5][C:6](=[O:32])[CH2:7][C@H:8]([N:16]([CH2:25]C1C=CC=CC=1)[C@@H](C1C=CC=CC=1)C)[C:9]1[CH:14]=[CH:13][CH:12]=[C:11]([F:15])[CH:10]=1)([CH3:4])([CH3:3])[CH3:2].C(OC([O:35][C:36]([CH3:39])([CH3:38])[CH3:37])=O)([O:35][C:36]([CH3:39])([CH3:38])[CH3:37])=O.C([OH:50])C, predict the reaction product. The product is: [C:1]([O:5][C:6](=[O:32])[CH2:7][CH:8]([NH:16][C:25]([O:35][C:36]([CH3:39])([CH3:38])[CH3:37])=[O:50])[C:9]1[CH:14]=[CH:13][CH:12]=[C:11]([F:15])[CH:10]=1)([CH3:2])([CH3:3])[CH3:4]. (4) The product is: [Cl:1][C:2]1[N:7]=[CH:6][C:5]([C:8]([NH:11][C:12]2[CH:13]=[C:14]([NH:19][C:20](=[O:37])[C:21]3[CH:26]=[C:25]([C:27]([F:28])([F:29])[F:30])[CH:24]=[C:23]([N:31]4[CH2:32][CH2:33][O:34][CH2:35][CH2:36]4)[CH:22]=3)[CH:15]=[CH:16][C:17]=2[CH3:18])=[O:9])=[CH:4][CH:3]=1. Given the reactants [Cl:1][C:2]1[N:7]=[CH:6][C:5]([C:8](Cl)=[O:9])=[CH:4][CH:3]=1.[NH2:11][C:12]1[CH:13]=[C:14]([NH:19][C:20](=[O:37])[C:21]2[CH:26]=[C:25]([C:27]([F:30])([F:29])[F:28])[CH:24]=[C:23]([N:31]3[CH2:36][CH2:35][O:34][CH2:33][CH2:32]3)[CH:22]=2)[CH:15]=[CH:16][C:17]=1[CH3:18], predict the reaction product. (5) Given the reactants C([O:3][C:4](=[O:12])[CH2:5][N:6]1[CH:10]=[CH:9][N:8]=[C:7]1[CH3:11])C.[OH-].[Na+].C1COCC1.CO, predict the reaction product. The product is: [CH3:11][C:7]1[N:6]([CH2:5][C:4]([OH:12])=[O:3])[CH:10]=[CH:9][N:8]=1. (6) Given the reactants Cl[C:2]1[N:11]=[CH:10][C:9]2[N:8]([CH:12]3[CH2:17][CH2:16][O:15][CH2:14][CH2:13]3)[C:7](=[O:18])[CH:6]3[CH2:19][O:20][CH2:21][CH2:22][N:5]3[C:4]=2[N:3]=1.[CH3:23][NH:24][C:25]([NH:27][C:28]1[CH:33]=[CH:32][C:31](B2OC(C)(C)C(C)(C)O2)=[CH:30][CH:29]=1)=[O:26].[C:43](=O)(O)[O-].[Na+], predict the reaction product. The product is: [CH3:23][NH:24][C:25]([NH:27][C:28]1[CH:33]=[CH:32][C:31]([C:2]2[N:11]=[CH:10][C:9]3[N:8]([CH:12]4[CH2:17][CH2:16][O:15][CH2:14][CH2:13]4)[C:7](=[O:18])[C:6]4([CH3:43])[CH2:19][O:20][CH2:21][CH2:22][N:5]4[C:4]=3[N:3]=2)=[CH:30][CH:29]=1)=[O:26]. (7) Given the reactants [Cl:1][C:2]1[CH:3]=[C:4]([C@@H:12]([CH2:22][C@@H:23]2[CH2:27][CH2:26][C:25](=[O:28])[CH2:24]2)[C:13]([NH:15][C:16]2[CH:21]=[N:20][CH:19]=[CH:18][N:17]=2)=[O:14])[CH:5]=[CH:6][C:7]=1[S:8]([CH3:11])(=[O:10])=[O:9].C1([C@H]([C@@H](C2C=CC=CC=2)O)O)C=CC=CC=1, predict the reaction product. The product is: [Cl:1][C:2]1[CH:3]=[C:4]([C@@H:12]([CH2:22][C@H:23]2[CH2:27][CH2:26][C:25](=[O:28])[CH2:24]2)[C:13]([NH:15][C:16]2[CH:21]=[N:20][CH:19]=[CH:18][N:17]=2)=[O:14])[CH:5]=[CH:6][C:7]=1[S:8]([CH3:11])(=[O:9])=[O:10].